Dataset: Forward reaction prediction with 1.9M reactions from USPTO patents (1976-2016). Task: Predict the product of the given reaction. (1) Given the reactants [N+:1]([C:4]1[CH:9]=[CH:8][C:7]([C:10]2[C:15]3[O:16][C:17]4[CH:22]=[CH:21][CH:20]=[CH:19][C:18]=4[C:14]=3[CH:13]=[CH:12][CH:11]=2)=[CH:6][CH:5]=1)([O-])=O, predict the reaction product. The product is: [CH:13]1[C:14]2[C:18]3[CH:19]=[CH:20][CH:21]=[CH:22][C:17]=3[O:16][C:15]=2[C:10]([C:7]2[CH:8]=[CH:9][C:4]([NH2:1])=[CH:5][CH:6]=2)=[CH:11][CH:12]=1. (2) Given the reactants C([N:4]([CH:7]([CH3:9])C)[CH2:5]C)(C)C.[Cl:10][C:11]1[CH:19]=[CH:18][C:14]([C:15](O)=[O:16])=[CH:13][C:12]=1[NH:20][C:21]([C:23]1[C:34](=[O:35])[NH:33][C:26]2[N:27]=[C:28]([O:31][CH3:32])[N:29]=[CH:30][C:25]=2[CH:24]=1)=[O:22].CN(C(ON1N=N[C:46]2[CH:47]=[CH:48][CH:49]=N[C:45]1=2)=[N+](C)C)C.F[P-](F)(F)(F)(F)F.C(CN)C1C=CC=CC=1, predict the reaction product. The product is: [CH2:7]([N:4]([CH3:5])[C:15]([C:14]1[CH:18]=[CH:19][C:11]([Cl:10])=[C:12]([NH:20][C:21]([C:23]2[C:34](=[O:35])[NH:33][C:26]3[N:27]=[C:28]([O:31][CH3:32])[N:29]=[CH:30][C:25]=3[CH:24]=2)=[O:22])[CH:13]=1)=[O:16])[C:9]1[CH:49]=[CH:48][CH:47]=[CH:46][CH:45]=1. (3) Given the reactants [CH3:1][O:2][C:3]([C:5]1[CH:6]=[C:7]([NH2:12])[C:8]([NH2:11])=[CH:9][CH:10]=1)=[O:4].N1C=CC=CC=1.[C:19]([C:23]1[CH:31]=[CH:30][C:26]([C:27](Cl)=[O:28])=[CH:25][CH:24]=1)([CH3:22])([CH3:21])[CH3:20], predict the reaction product. The product is: [C:19]([C:23]1[CH:24]=[CH:25][C:26]([C:27]([NH:12][C:7]2[C:8]([NH2:11])=[CH:9][CH:10]=[C:5]([C:3]([O:2][CH3:1])=[O:4])[CH:6]=2)=[O:28])=[CH:30][CH:31]=1)([CH3:22])([CH3:20])[CH3:21]. (4) Given the reactants Cl[C:2]1[CH:7]=[C:6]([NH:8][C:9]2[CH:14]=[N:13][CH:12]=[CH:11][N:10]=2)[N:5]=[C:4]([NH:15][C@H:16]([C:18]2[CH:23]=[CH:22][C:21]([F:24])=[CH:20][CH:19]=2)[CH3:17])[CH:3]=1.P([O-])([O-])([O-])=O.[K+].[K+].[K+].C1(P(C2CCCCC2)C2C=CC=CC=2C2C(C(C)C)=CC(C(C)C)=CC=2C(C)C)CCCCC1.[CH2:67]([OH:70])[CH2:68][OH:69], predict the reaction product. The product is: [F:24][C:21]1[CH:22]=[CH:23][C:18]([C@@H:16]([NH:15][C:4]2[CH:3]=[C:2]([O:69][CH2:68][CH2:67][OH:70])[CH:7]=[C:6]([NH:8][C:9]3[CH:14]=[N:13][CH:12]=[CH:11][N:10]=3)[N:5]=2)[CH3:17])=[CH:19][CH:20]=1. (5) Given the reactants [C:1]([O:5][C:6]([NH:8][C:9]1[S:10][C:11]([C:15]([OH:17])=[O:16])=[C:12]([CH3:14])[N:13]=1)=[O:7])([CH3:4])([CH3:3])[CH3:2].[H-].[Na+].IC.[C:22](=O)(O)[O-].[Na+], predict the reaction product. The product is: [C:1]([O:5][C:6]([N:8]([CH3:22])[C:9]1[S:10][C:11]([C:15]([OH:17])=[O:16])=[C:12]([CH3:14])[N:13]=1)=[O:7])([CH3:4])([CH3:2])[CH3:3]. (6) Given the reactants [CH3:1][C:2]1[CH:7]=[CH:6][C:5]([CH3:8])=[CH:4][C:3]=1[O:9][CH2:10][CH:11]1[CH2:16][CH2:15][N:14]([S:17]([CH3:20])(=[O:19])=[O:18])[CH2:13][CH2:12]1.[Li+].C[Si]([N-][Si](C)(C)C)(C)C.P(Cl)(OCC)(OCC)=O.[F:40][C:41]1[CH:48]=[CH:47][C:44]([CH:45]=O)=[CH:43][CH:42]=1.[Cl-].[NH4+], predict the reaction product. The product is: [CH3:1][C:2]1[CH:7]=[CH:6][C:5]([CH3:8])=[CH:4][C:3]=1[O:9][CH2:10][CH:11]1[CH2:12][CH2:13][N:14]([S:17](/[CH:20]=[CH:45]/[C:44]2[CH:47]=[CH:48][C:41]([F:40])=[CH:42][CH:43]=2)(=[O:19])=[O:18])[CH2:15][CH2:16]1.